This data is from Reaction yield outcomes from USPTO patents with 853,638 reactions. The task is: Predict the reaction yield, written as a fraction of the theoretical maximum amount of product (1.0 means a 100% yield; for example, 0.34 means a 34% yield). The reactants are [Br:1][C:2]1[CH:10]=[C:9]2[C:5]([CH2:6][C:7]3([CH2:27][CH2:26][CH:25]([O:28][CH3:29])[CH2:24][CH2:23]3)[C:8]2([NH:16][S:17]([C:19]([CH3:22])([CH3:21])[CH3:20])=[O:18])[C:11]([O:13][CH2:14][CH3:15])=C)=[CH:4][CH:3]=1.C[O:31]C1C=CC(P2(SP(C3C=CC(OC)=CC=3)(=S)S2)=S)=CC=1. The catalyst is O1CCOCC1. The product is [Br:1][C:2]1[CH:10]=[C:9]2[C:5]([CH2:6][C:7]3([CH2:27][CH2:26][CH:25]([O:28][CH3:29])[CH2:24][CH2:23]3)[C:8]2([NH:16][S:17]([C:19]([CH3:21])([CH3:22])[CH3:20])=[O:18])[C:11]([O:13][CH2:14][CH3:15])=[O:31])=[CH:4][CH:3]=1. The yield is 0.340.